Dataset: Peptide-MHC class II binding affinity with 134,281 pairs from IEDB. Task: Regression. Given a peptide amino acid sequence and an MHC pseudo amino acid sequence, predict their binding affinity value. This is MHC class II binding data. (1) The peptide sequence is YDKFMANVSTVLTGK. The MHC is DRB1_1602 with pseudo-sequence DRB1_1602. The binding affinity (normalized) is 0.775. (2) The peptide sequence is NHFFNHHKVMLLGHS. The MHC is HLA-DQA10501-DQB10201 with pseudo-sequence HLA-DQA10501-DQB10201. The binding affinity (normalized) is 0.170. (3) The peptide sequence is RSALILRGSVAHKSC. The MHC is DRB1_0405 with pseudo-sequence DRB1_0405. The binding affinity (normalized) is 0.409. (4) The peptide sequence is DVNASFRAAMATTAN. The MHC is DRB1_1602 with pseudo-sequence DRB1_1602. The binding affinity (normalized) is 0.553. (5) The peptide sequence is AGDGDVVAVDIKEKG. The MHC is HLA-DQA10501-DQB10201 with pseudo-sequence HLA-DQA10501-DQB10201. The binding affinity (normalized) is 0.0979.